From a dataset of Full USPTO retrosynthesis dataset with 1.9M reactions from patents (1976-2016). Predict the reactants needed to synthesize the given product. (1) Given the product [CH2:1]([C@@H:8]([C:9]([N:21]([CH3:20])[C:22]1[S:23][CH:24]=[C:25]([C:27]2[CH:32]=[CH:31][CH:30]=[CH:29][C:28]=2[C:33]2[CH:37]=[CH:36][S:35][CH:34]=2)[N:26]=1)=[O:11])[CH2:12][C:13]([OH:15])=[O:14])[C:2]1[CH:3]=[CH:4][CH:5]=[CH:6][CH:7]=1.[CH3:20][NH:21][C:22]1[S:23][CH:24]=[C:25]([C:27]2[CH:32]=[CH:31][CH:30]=[CH:29][C:28]=2[C:33]2[CH:37]=[CH:36][S:35][CH:34]=2)[N:26]=1, predict the reactants needed to synthesize it. The reactants are: [CH2:1]([C@H:8]([CH2:12][C:13]([O:15]C(C)(C)C)=[O:14])[C:9]([OH:11])=O)[C:2]1[CH:7]=[CH:6][CH:5]=[CH:4][CH:3]=1.[CH3:20][NH:21][C:22]1[S:23][CH:24]=[C:25]([C:27]2[CH:32]=[CH:31][CH:30]=[CH:29][C:28]=2[C:33]2[CH:37]=[CH:36][S:35][CH:34]=2)[N:26]=1.S1C=CC(B(O)O)=C1. (2) Given the product [CH3:12][C:3]1[CH:4]=[C:5]([CH:10]=[CH:11][C:2]=1[C:14]#[C:13][Si:15]([CH2:20][CH3:21])([CH2:18][CH3:19])[CH2:16][CH3:17])[C:6]([O:8][CH3:9])=[O:7], predict the reactants needed to synthesize it. The reactants are: Br[C:2]1[CH:11]=[CH:10][C:5]([C:6]([O:8][CH3:9])=[O:7])=[CH:4][C:3]=1[CH3:12].[CH2:13]([Si:15]([CH2:20][CH3:21])([CH2:18][CH3:19])[C:16]#[CH:17])[CH3:14].C(N(CC)CC)C. (3) Given the product [OH:8][C:9]1[CH:14]=[CH:13][C:12]([CH2:15][CH2:16][N:17]([N:26]2[CH:27]=[N:28][N:29]=[CH:30]2)[C:18]2[CH:25]=[CH:24][C:21]([C:22]#[N:23])=[CH:20][CH:19]=2)=[CH:11][CH:10]=1, predict the reactants needed to synthesize it. The reactants are: C([O:8][C:9]1[CH:14]=[CH:13][C:12]([CH2:15][CH2:16][N:17]([N:26]2[CH:30]=[N:29][N:28]=[CH:27]2)[C:18]2[CH:25]=[CH:24][C:21]([C:22]#[N:23])=[CH:20][CH:19]=2)=[CH:11][CH:10]=1)C1C=CC=CC=1.C(O)C.C(OCC)(=O)C. (4) Given the product [CH2:1]([O:8][C:9]1[CH:10]=[C:11](/[CH:12]=[N:20]/[OH:19])[CH:14]=[C:15]([CH3:17])[CH:16]=1)[C:2]1[CH:7]=[CH:6][CH:5]=[CH:4][CH:3]=1, predict the reactants needed to synthesize it. The reactants are: [CH2:1]([O:8][C:9]1[CH:10]=[C:11]([CH:14]=[C:15]([CH3:17])[CH:16]=1)[CH:12]=O)[C:2]1[CH:7]=[CH:6][CH:5]=[CH:4][CH:3]=1.[Cl-].[OH:19][NH3+:20].C(=O)(O)[O-].[Na+].C(O)C.